Dataset: Forward reaction prediction with 1.9M reactions from USPTO patents (1976-2016). Task: Predict the product of the given reaction. (1) Given the reactants [F:1][C:2]1[CH:3]=[C:4]([CH2:8][CH2:9][C:10]([OH:12])=O)[CH:5]=[CH:6][CH:7]=1.[Cl:13]SCl, predict the reaction product. The product is: [F:1][C:2]1[CH:3]=[C:4]([CH2:8][CH2:9][C:10]([Cl:13])=[O:12])[CH:5]=[CH:6][CH:7]=1. (2) Given the reactants Cl[C:2]1[N:3]=[C:4]([N:22]2[CH2:27][CH2:26][O:25][CH2:24][CH2:23]2)[C:5]2[N:10]=[C:9]([CH2:11][N:12]3[CH2:17][CH2:16][N:15]([S:18]([CH3:21])(=[O:20])=[O:19])[CH2:14][CH2:13]3)[S:8][C:6]=2[N:7]=1.[NH:28]1[C:32]2=[N:33][CH:34]=[C:35](B(O)O)[CH:36]=[C:31]2[CH:30]=[CH:29]1.C(=O)([O-])[O-].[Na+].[Na+], predict the reaction product. The product is: [CH3:21][S:18]([N:15]1[CH2:16][CH2:17][N:12]([CH2:11][C:9]2[S:8][C:6]3[N:7]=[C:2]([C:35]4[CH:36]=[C:31]5[CH:30]=[CH:29][NH:28][C:32]5=[N:33][CH:34]=4)[N:3]=[C:4]([N:22]4[CH2:27][CH2:26][O:25][CH2:24][CH2:23]4)[C:5]=3[N:10]=2)[CH2:13][CH2:14]1)(=[O:20])=[O:19].